Predict the product of the given reaction. From a dataset of Forward reaction prediction with 1.9M reactions from USPTO patents (1976-2016). Given the reactants COC(=O)[CH:4]([NH:20]C(OC(C)(C)C)=O)[CH2:5][C:6]1[CH:11]=[CH:10][C:9]([Cl:12])=[CH:8][C:7]=1[NH:13][C:14](=[O:19])C(C)(C)C.Cl, predict the reaction product. The product is: [NH2:20][CH:4]1[CH2:5][C:6]2[C:7](=[CH:8][C:9]([Cl:12])=[CH:10][CH:11]=2)[NH:13][C:14]1=[O:19].